Predict the reactants needed to synthesize the given product. From a dataset of Full USPTO retrosynthesis dataset with 1.9M reactions from patents (1976-2016). Given the product [Br:12][C:8]1[CH:7]=[CH:6][C:5]([NH:13][C:18](=[O:19])[CH3:17])=[C:4]2[C:9]=1[CH2:10][CH2:11][N:2]([CH3:1])[CH2:3]2, predict the reactants needed to synthesize it. The reactants are: [CH3:1][N:2]1[CH2:11][CH2:10][CH:9]2[C:4](=[C:5]([N+:13]([O-])=O)[CH:6]=[CH:7][CH:8]2[Br:12])[CH2:3]1.C1C[O:19][CH2:18][CH2:17]1.